From a dataset of Reaction yield outcomes from USPTO patents with 853,638 reactions. Predict the reaction yield, written as a fraction of the theoretical maximum amount of product (1.0 means a 100% yield; for example, 0.34 means a 34% yield). (1) The reactants are [C:1]([N:4]1[C:13]2[C:8](=[CH:9][C:10]([C:14](O)=[O:15])=[CH:11][CH:12]=2)[C@H:7]([NH:17][C:18]2[N:23]=[C:22]([CH3:24])[CH:21]=[CH:20][N:19]=2)[C@@H:6]([CH3:25])[C@@H:5]1[CH2:26][CH3:27])(=[O:3])[CH3:2].CN(C(ON1N=NC2C=CC=NC1=2)=[N+](C)C)C.F[P-](F)(F)(F)(F)F.[NH2:52][CH:53]1[CH2:58][CH2:57][S:56](=[O:60])(=[O:59])[CH2:55][CH2:54]1.CCN(C(C)C)C(C)C. The catalyst is CN(C)C=O.CO. The product is [C:1]([N:4]1[C:13]2[C:8](=[CH:9][C:10]([C:14]([NH:52][CH:53]3[CH2:58][CH2:57][S:56](=[O:60])(=[O:59])[CH2:55][CH2:54]3)=[O:15])=[CH:11][CH:12]=2)[C@H:7]([NH:17][C:18]2[N:23]=[C:22]([CH3:24])[CH:21]=[CH:20][N:19]=2)[C@@H:6]([CH3:25])[C@@H:5]1[CH2:26][CH3:27])(=[O:3])[CH3:2]. The yield is 0.470. (2) The reactants are [S:1]([C:5]1[CH:13]=[CH:12][C:8]([C:9](O)=O)=[CH:7][CH:6]=1)(=[O:4])(=[O:3])[NH2:2].[CH2:14]([NH:18][C:19]([NH:21][NH2:22])=[S:20])[CH2:15][CH2:16][CH3:17].O=P(Cl)(Cl)Cl. The catalyst is O1CCOCC1. The product is [CH2:14]([NH:18][C:19]1[S:20][C:9]([C:8]2[CH:12]=[CH:13][C:5]([S:1]([NH2:2])(=[O:4])=[O:3])=[CH:6][CH:7]=2)=[N:22][N:21]=1)[CH2:15][CH2:16][CH3:17]. The yield is 0.630. (3) The reactants are [C:1]([C:3]1[CH:8]=[CH:7][C:6]([CH:9]2[CH2:14][CH2:13][N:12]([C:15]([C:17]3[C:18]([CH2:29][CH3:30])=[CH:19][C:20]([CH2:27][CH3:28])=[C:21]([CH:26]=3)[C:22]([NH:24][NH2:25])=[O:23])=[O:16])[CH2:11][CH2:10]2)=[CH:5][CH:4]=1)#[N:2].O.C(=O)(O)[O-].[Na+].Br[C:38]#[N:39]. The catalyst is O1CCOCC1. The product is [NH2:39][C:38]1[O:23][C:22]([C:21]2[C:20]([CH2:27][CH3:28])=[CH:19][C:18]([CH2:29][CH3:30])=[C:17]([CH:26]=2)[C:15]([N:12]2[CH2:13][CH2:14][CH:9]([C:6]3[CH:5]=[CH:4][C:3]([C:1]#[N:2])=[CH:8][CH:7]=3)[CH2:10][CH2:11]2)=[O:16])=[N:24][N:25]=1. The yield is 0.890.